This data is from Full USPTO retrosynthesis dataset with 1.9M reactions from patents (1976-2016). The task is: Predict the reactants needed to synthesize the given product. (1) The reactants are: [N:1]1[CH:6]=[CH:5][CH:4]=[CH:3][C:2]=1[C:7]1[CH:11]=[C:10]([C:12]([O:14]CC)=O)[O:9][N:8]=1.O/[N:18]=[C:19](\[NH2:27])/[C:20]1[CH:25]=[CH:24][C:23]([CH3:26])=[CH:22][CH:21]=1.[H-].[Na+]. Given the product [N:1]1[CH:6]=[CH:5][CH:4]=[CH:3][C:2]=1[C:7]1[CH:11]=[C:10]([C:12]2[O:14][N:27]=[C:19]([C:20]3[CH:25]=[CH:24][C:23]([CH3:26])=[CH:22][CH:21]=3)[N:18]=2)[O:9][N:8]=1, predict the reactants needed to synthesize it. (2) Given the product [Br:1][C:2]1[CH:3]=[C:4]([CH:31]=[CH:32][CH:33]=1)[CH2:5][N:6]1[C:14]2[C:13](=[O:15])[N:12]([CH3:16])[C:11](=[O:17])[N:10]([CH3:18])[C:9]=2[N:8]=[C:7]1[S:19][C:20]([C:21]1[O:22][CH:25]=[C:24]([CH2:27][CH3:28])[N:23]=1)([CH3:29])[CH3:30], predict the reactants needed to synthesize it. The reactants are: [Br:1][C:2]1[CH:3]=[C:4]([CH:31]=[CH:32][CH:33]=1)[CH2:5][N:6]1[C:14]2[C:13](=[O:15])[N:12]([CH3:16])[C:11](=[O:17])[N:10]([CH3:18])[C:9]=2[N:8]=[C:7]1[S:19][C:20]([CH3:30])([CH3:29])[C:21]([NH:23][CH:24]([CH2:27][CH3:28])[CH:25]=O)=[O:22]. (3) Given the product [C:1]([C:3]1[CH:4]=[C:5]([NH:14][C:15](=[O:28])[CH2:16][CH2:17][CH2:18][C:19]2[CH:20]=[CH:21][C:22]([B:25]([OH:26])[OH:27])=[CH:23][C:24]=2[CH3:30])[CH:6]=[CH:7][CH:8]=1)#[N:2], predict the reactants needed to synthesize it. The reactants are: [C:1]([C:3]1[CH:4]=[C:5]([NH:14][C:15](=[O:28])[CH2:16][CH2:17][CH2:18][C:19]2[CH:24]=[CH:23][C:22]([B:25]([OH:27])[OH:26])=[CH:21][CH:20]=2)[CH:6]=[CH:7][C:8]=1S(CC)(=O)=O)#[N:2].Br[C:30]1C=CC(CCCC(NC2C=CC=C(C#N)C=2)=O)=C(C)C=1. (4) The reactants are: [Br:1][C:2]1[CH:3]=[C:4]([C:12](=[CH:18][CH:19]2[CH2:23][CH2:22][C:21]3([O:28][CH2:27][C:26]([CH3:30])([CH3:29])[CH2:25][O:24]3)[CH2:20]2)[C:13]([O:15][CH2:16][CH3:17])=[O:14])[CH:5]=[CH:6][C:7]=1[S:8][CH:9]1[CH2:11][CH2:10]1.[OH:31]OS([O-])=O.[K+].C(=O)([O-])O.[Na+].S([O-])([O-])=O.[Na+].[Na+]. Given the product [Br:1][C:2]1[CH:3]=[C:4]([C:12](=[CH:18][CH:19]2[CH2:23][CH2:22][C:21]3([O:24][CH2:25][C:26]([CH3:29])([CH3:30])[CH2:27][O:28]3)[CH2:20]2)[C:13]([O:15][CH2:16][CH3:17])=[O:14])[CH:5]=[CH:6][C:7]=1[S:8]([CH:9]1[CH2:11][CH2:10]1)=[O:31], predict the reactants needed to synthesize it. (5) Given the product [N:1]1([C:17]2[C:8]([Cl:7])=[N:9][C:10]3[C:15]([N:16]=2)=[CH:14][C:13]([Cl:19])=[C:12]([Cl:20])[CH:11]=3)[CH2:6][CH2:5][NH:4][CH2:3][CH2:2]1, predict the reactants needed to synthesize it. The reactants are: [NH:1]1[CH2:6][CH2:5][NH:4][CH2:3][CH2:2]1.[Cl:7][C:8]1[C:17](Cl)=[N:16][C:15]2[C:10](=[CH:11][C:12]([Cl:20])=[C:13]([Cl:19])[CH:14]=2)[N:9]=1. (6) Given the product [Br:3][C:4]1[CH:5]=[C:6]2[C:7]([CH:8]=[N:1][NH:2]2)=[CH:10][CH:11]=1, predict the reactants needed to synthesize it. The reactants are: [NH2:1][NH2:2].[Br:3][C:4]1[CH:11]=[CH:10][C:7]([CH:8]=O)=[C:6](F)[CH:5]=1. (7) Given the product [CH3:1][C:2]12[CH2:15][CH2:14][C:13](=[O:16])[CH:12]=[C:11]1[N:10]([CH2:29][O:28][CH2:27][CH2:26][Si:23]([CH3:25])([CH3:24])[CH3:22])[CH2:9][CH:8]1[CH:3]2[CH2:4][CH2:5][C:6]2([CH3:21])[C:19](=[O:20])[CH2:18][CH2:17][CH:7]21, predict the reactants needed to synthesize it. The reactants are: [CH3:1][C:2]12[CH2:15][CH2:14][C:13](=[O:16])[CH:12]=[C:11]1[NH:10][CH2:9][CH:8]1[CH:3]2[CH2:4][CH2:5][C:6]2([CH3:21])[C:19](=[O:20])[CH2:18][CH2:17][CH:7]21.[CH3:22][Si:23]([CH2:26][CH2:27][O:28][CH2:29]Cl)([CH3:25])[CH3:24].CCN(C(C)C)C(C)C.